Dataset: KCNQ2 potassium channel screen with 302,405 compounds. Task: Binary Classification. Given a drug SMILES string, predict its activity (active/inactive) in a high-throughput screening assay against a specified biological target. The drug is Fc1cc(NC(=O)Cn2c3c(c(=O)n(CCCCC(=O)NCc4occc4)c2=O)cccc3)ccc1. The result is 0 (inactive).